From a dataset of Full USPTO retrosynthesis dataset with 1.9M reactions from patents (1976-2016). Predict the reactants needed to synthesize the given product. (1) Given the product [CH3:16][O:21][C:3](=[O:2])[C:4]1[CH:9]=[CH:8][C:7]([C:10](=[NH:11])[NH:14][OH:15])=[CH:6][CH:5]=1, predict the reactants needed to synthesize it. The reactants are: C[O:2][C:3](=O)[C:4]1[CH:9]=[CH:8][C:7]([C:10]#[N:11])=[CH:6][CH:5]=1.Cl.[NH2:14][OH:15].[C:16]([O-])(O)=O.[Na+].[OH2:21]. (2) Given the product [CH3:1][O:2][C:3]1[CH:4]=[CH:5][C:6]([CH2:9][C:10]([N:48]2[CH2:49][CH2:50][C:44]3([CH2:43][N:42]([C@H:38]4[C:39]5[C:35](=[CH:34][C:33]([N:31]6[CH:32]=[C:28]([CH3:27])[CH:29]=[N:30]6)=[CH:41][CH:40]=5)[CH2:36][CH2:37]4)[CH2:45]3)[CH2:46][CH2:47]2)=[O:12])=[N:7][CH:8]=1, predict the reactants needed to synthesize it. The reactants are: [CH3:1][O:2][C:3]1[CH:4]=[CH:5][C:6]([CH2:9][C:10]([OH:12])=O)=[N:7][CH:8]=1.C(N1C=CN=C1)(N1C=CN=C1)=O.Cl.Cl.[CH3:27][C:28]1[CH:29]=[N:30][N:31]([C:33]2[CH:34]=[C:35]3[C:39](=[CH:40][CH:41]=2)[C@H:38]([N:42]2[CH2:45][C:44]4([CH2:50][CH2:49][NH:48][CH2:47][CH2:46]4)[CH2:43]2)[CH2:37][CH2:36]3)[CH:32]=1.C(N(CC)CC)C. (3) Given the product [OH:22][CH2:21][C@@H:20]([NH:19][C:17](=[O:18])[O:16][C:13]([CH3:14])([CH3:12])[CH3:15])[CH2:24][C:25]#[CH:26], predict the reactants needed to synthesize it. The reactants are: [H-].[H-].[H-].[H-].[Li+].[Al+3].C1COCC1.[CH3:12][C:13]([O:16][C:17]([NH:19][C@@H:20]([CH2:24][C:25]#[CH:26])[C:21](O)=[O:22])=[O:18])([CH3:15])[CH3:14]. (4) The reactants are: Cl[CH2:2][C:3]1[N:4]=[C:5]([C:8]2[CH:13]=[CH:12][C:11]([Cl:14])=[CH:10][CH:9]=2)[O:6][CH:7]=1.[F:15][C:16]1[C:24]([OH:25])=[CH:23][CH:22]=[C:21]([F:26])[C:17]=1[C:18]([NH2:20])=[O:19].C(=O)([O-])[O-].[K+].[K+]. Given the product [Cl:14][C:11]1[CH:12]=[CH:13][C:8]([C:5]2[O:6][CH:7]=[C:3]([CH2:2][O:25][C:24]3[C:16]([F:15])=[C:17]([C:21]([F:26])=[CH:22][CH:23]=3)[C:18]([NH2:20])=[O:19])[N:4]=2)=[CH:9][CH:10]=1, predict the reactants needed to synthesize it. (5) The reactants are: C(OC([N:8](C(OC(C)(C)C)=O)[C@@H:9]1[CH2:14][CH2:13][CH:12]([NH:15][C:16]2([C:19]([O:21][CH2:22][CH3:23])=[O:20])[CH2:18][CH2:17]2)[CH2:11][C@@H:10]1[NH2:24])=O)(C)(C)C.C(O)C.[ClH:35]. Given the product [ClH:35].[CH2:22]([O:21][C:19]([C:16]1([NH:15][CH:12]2[CH2:13][CH2:14][C@@H:9]([NH2:8])[C@@H:10]([NH2:24])[CH2:11]2)[CH2:17][CH2:18]1)=[O:20])[CH3:23], predict the reactants needed to synthesize it.